The task is: Regression. Given a peptide amino acid sequence and an MHC pseudo amino acid sequence, predict their binding affinity value. This is MHC class I binding data.. This data is from Peptide-MHC class I binding affinity with 185,985 pairs from IEDB/IMGT. (1) The peptide sequence is PQRAAMAAQ. The MHC is HLA-A02:02 with pseudo-sequence HLA-A02:02. The binding affinity (normalized) is 0.0546. (2) The peptide sequence is WLYDLWGQL. The MHC is HLA-A03:01 with pseudo-sequence HLA-A03:01. The binding affinity (normalized) is 0.0847. (3) The peptide sequence is TIANSNIIK. The MHC is HLA-A31:01 with pseudo-sequence HLA-A31:01. The binding affinity (normalized) is 0.159. (4) The peptide sequence is YMYAVSGAL. The MHC is HLA-B57:01 with pseudo-sequence HLA-B57:01. The binding affinity (normalized) is 0.0847. (5) The peptide sequence is AEFEYTIL. The MHC is H-2-Db with pseudo-sequence H-2-Db. The binding affinity (normalized) is 0.328. (6) The peptide sequence is DAYRAIHSL. The MHC is HLA-A23:01 with pseudo-sequence HLA-A23:01. The binding affinity (normalized) is 0. (7) The peptide sequence is FQGKFKKIVK. The MHC is HLA-A03:01 with pseudo-sequence HLA-A03:01. The binding affinity (normalized) is 0.154.